From a dataset of Reaction yield outcomes from USPTO patents with 853,638 reactions. Predict the reaction yield, written as a fraction of the theoretical maximum amount of product (1.0 means a 100% yield; for example, 0.34 means a 34% yield). (1) The reactants are [Si:1](Cl)([C:4]([CH3:7])([CH3:6])[CH3:5])([CH3:3])[CH3:2].N1C=CN=C1.[Cl:14][C:15]1[CH:16]=[C:17]([CH:21]([OH:24])[CH:22]=[CH2:23])[CH:18]=[CH:19][CH:20]=1. No catalyst specified. The product is [C:4]([Si:1]([O:24][CH:21]([C:17]1[CH:18]=[CH:19][CH:20]=[C:15]([Cl:14])[CH:16]=1)[CH:22]=[CH2:23])([CH3:3])[CH3:2])([CH3:7])([CH3:6])[CH3:5]. The yield is 0.460. (2) The reactants are [CH:1]1([NH:5][C:6]2[C:11]([N+:12]([O-])=O)=[CH:10][C:9]([C:15]([F:18])([F:17])[F:16])=[CH:8][N:7]=2)[CH2:4][CH2:3][CH2:2]1.[Cl-].[NH4+].O. The catalyst is CCO.[Fe]. The product is [CH:1]1([NH:5][C:6]2[C:11]([NH2:12])=[CH:10][C:9]([C:15]([F:18])([F:16])[F:17])=[CH:8][N:7]=2)[CH2:2][CH2:3][CH2:4]1. The yield is 0.860. (3) The reactants are [C:1]([C:5]1[CH:13]=[C:12]2[C:8]([CH2:9][CH:10]([CH2:15][CH:16]([CH3:18])[CH3:17])[C:11]2=[O:14])=[CH:7][C:6]=1[O:19][CH3:20])([CH3:4])([CH3:3])[CH3:2].C([O-])(=O)C.[K+].O.[Br:27]Br. The catalyst is [N+](CC)(CC)(CC)CC.[I-].ClCCl. The product is [Br:27][C:7]1[C:6]([O:19][CH3:20])=[C:5]([C:1]([CH3:2])([CH3:4])[CH3:3])[CH:13]=[C:12]2[C:8]=1[CH2:9][CH:10]([CH2:15][CH:16]([CH3:17])[CH3:18])[C:11]2=[O:14]. The yield is 0.990. (4) The product is [CH2:1]([NH:13][CH2:16][CH2:15][C:14]([OH:18])=[O:17])[CH2:2][CH2:3][CH2:4][CH2:5][CH2:6][CH2:7][CH2:8][CH2:9][CH2:10][CH2:11][CH3:12]. The yield is 0.900. The reactants are [CH2:1]([NH2:13])[CH2:2][CH2:3][CH2:4][CH2:5][CH2:6][CH2:7][CH2:8][CH2:9][CH2:10][CH2:11][CH3:12].[C:14]([OH:18])(=[O:17])[CH:15]=[CH2:16]. No catalyst specified. (5) The reactants are Cl.[NH2:2][CH2:3][C:4]([NH2:6])=[O:5].[Cl:7][C:8]1[CH:9]=[C:10]([CH:24]=[CH:25][C:26]=1[Cl:27])[CH2:11][C:12]1[CH:13]=[N:14][C:15]2[N:16]([N:18]=[CH:19][C:20]=2[C:21](O)=[O:22])[CH:17]=1.C(N(CC)CC)C.CN(C(ON1N=NC2C=CC=CC1=2)=[N+](C)C)C.[B-](F)(F)(F)F. The catalyst is CN(C=O)C. The product is [NH2:6][C:4](=[O:5])[CH2:3][NH:2][C:21]([C:20]1[CH:19]=[N:18][N:16]2[CH:17]=[C:12]([CH2:11][C:10]3[CH:24]=[CH:25][C:26]([Cl:27])=[C:8]([Cl:7])[CH:9]=3)[CH:13]=[N:14][C:15]=12)=[O:22]. The yield is 0.0700. (6) The reactants are [Br:1][C:2]1[CH:11]=[CH:10][CH:9]=[C:8]2[C:3]=1[CH2:4][C:5]([CH3:17])([CH3:16])[N:6](C(OC)=O)[CH2:7]2.[OH-].[K+]. The catalyst is C(O)CO.O. The product is [Br:1][C:2]1[CH:11]=[CH:10][CH:9]=[C:8]2[C:3]=1[CH2:4][C:5]([CH3:17])([CH3:16])[NH:6][CH2:7]2. The yield is 0.394. (7) The reactants are [NH:1]([C:10]([O:12][C:13]([CH3:16])([CH3:15])[CH3:14])=[O:11])[C@H:2]([C:7]([OH:9])=O)[C@H:3]([CH2:5][CH3:6])[CH3:4].[NH2:17][C@H:18]([C:23]([OH:25])=[O:24])[CH2:19][CH:20]([CH3:22])[CH3:21].OS([O-])(=O)=O.[K+].O. The catalyst is CS(C)=O.C(OC(C)C)(=O)C.[Na+].[Cl-]. The product is [NH:1]([C:10]([O:12][C:13]([CH3:16])([CH3:15])[CH3:14])=[O:11])[C@H:2]([C:7]([NH:17][C@H:18]([C:23]([OH:25])=[O:24])[CH2:19][CH:20]([CH3:22])[CH3:21])=[O:9])[C@H:3]([CH2:5][CH3:6])[CH3:4]. The yield is 0.890. (8) The reactants are [CH3:1]I.[SH:3][C:4]1[CH:5]=[C:6]([CH:10]=[CH:11][CH:12]=1)C(O)=O.[C:13](=[O:16])([O-])[O-].[K+].[K+].CN([CH:22]=[O:23])C. The catalyst is C(OCC)(=O)C. The product is [CH3:13][O:16][C:22](=[O:23])[C:6]1[CH:10]=[CH:11][CH:12]=[C:4]([S:3][CH3:1])[CH:5]=1. The yield is 0.960. (9) The product is [CH3:38][O:37][C:35](=[O:36])[C:34]1[CH:39]=[CH:40][C:31]([CH2:29][N:18]([CH2:17][C:9]2[NH:8][C:12]3[CH:13]=[CH:14][CH:15]=[CH:16][C:11]=3[N:10]=2)[CH:19]2[C:28]3[N:27]=[CH:26][CH:25]=[CH:24][C:23]=3[CH2:22][CH2:21][CH2:20]2)=[CH:32][CH:33]=1. The yield is 0.740. The catalyst is C(Cl)Cl.C(O)(C(F)(F)F)=O. The reactants are C(OC([N:8]1[C:12]2[CH:13]=[CH:14][CH:15]=[CH:16][C:11]=2[N:10]=[C:9]1[CH2:17][NH:18][CH:19]1[C:28]2[N:27]=[CH:26][CH:25]=[CH:24][C:23]=2[CH2:22][CH2:21][CH2:20]1)=O)(C)(C)C.[CH:29]([C:31]1[CH:40]=[CH:39][C:34]([C:35]([O:37][CH3:38])=[O:36])=[CH:33][CH:32]=1)=O.[BH-](OC(C)=O)(OC(C)=O)OC(C)=O.[Na+].C(=O)(O)[O-].[Na+].